Dataset: Forward reaction prediction with 1.9M reactions from USPTO patents (1976-2016). Task: Predict the product of the given reaction. (1) Given the reactants CO[C:3](=[O:19])[C:4]1[CH:9]=[CH:8][C:7]([O:10][CH2:11][C:12]2[CH:17]=[CH:16][CH:15]=[C:14]([CH3:18])[N:13]=2)=[CH:6][CH:5]=1.[CH3:20][C@@H:21]1[CH2:25][CH2:24][CH2:23][N:22]1[CH2:26][C@@H:27]1[CH2:31][CH2:30][CH2:29][NH:28]1, predict the reaction product. The product is: [CH3:18][C:14]1[N:13]=[C:12]([CH2:11][O:10][C:7]2[CH:6]=[CH:5][C:4]([C:3]([N:28]3[CH2:29][CH2:30][CH2:31][C@H:27]3[CH2:26][N:22]3[CH2:23][CH2:24][CH2:25][C@H:21]3[CH3:20])=[O:19])=[CH:9][CH:8]=2)[CH:17]=[CH:16][CH:15]=1. (2) Given the reactants [CH:1]1[CH:2]=[CH:3][C:4]([NH2:15])=[C:5]([C:7]([CH2:9][C@H:10]([NH2:14])[C:11]([OH:13])=[O:12])=[O:8])[CH:6]=1.[N+:16]([C:19]1[CH:24]=[C:23]([N+:25]([O-:27])=[O:26])[CH:22]=[CH:21][C:20]=1F)([O-:18])=[O:17].C([O-])(O)=O.[Na+], predict the reaction product. The product is: [NH2:15][C:4]1[CH:3]=[CH:2][CH:1]=[CH:6][C:5]=1[C:7]([CH2:9][CH:10]([NH:14][C:20]1[CH:21]=[CH:22][C:23]([N+:25]([O-:27])=[O:26])=[CH:24][C:19]=1[N+:16]([O-:18])=[O:17])[C:11]([OH:13])=[O:12])=[O:8].